This data is from Reaction yield outcomes from USPTO patents with 853,638 reactions. The task is: Predict the reaction yield, written as a fraction of the theoretical maximum amount of product (1.0 means a 100% yield; for example, 0.34 means a 34% yield). (1) The reactants are [CH2:1]([O:8][C:9]([C@@:11]1([CH2:22][C:23]2[CH:28]=[CH:27][CH:26]=[C:25]([C:29]#[N:30])[CH:24]=2)[CH2:15][O:14][C@@H](C(C)(C)C)[N:12]1C=O)=[O:10])[C:2]1[CH:7]=[CH:6][CH:5]=[CH:4][CH:3]=1.CO.Cl. The catalyst is O. The product is [CH2:1]([O:8][C:9](=[O:10])[C@:11]([NH2:12])([CH2:22][C:23]1[CH:28]=[CH:27][CH:26]=[C:25]([C:29]#[N:30])[CH:24]=1)[CH2:15][OH:14])[C:2]1[CH:3]=[CH:4][CH:5]=[CH:6][CH:7]=1. The yield is 0.890. (2) The reactants are [C:1]([O:5][C:6]([NH:8][C@@:9]1([C:33]([O:35][C:36]([CH3:39])([CH3:38])[CH3:37])=[O:34])[C@H:14]([CH2:15][S:16][C:17]2[CH:22]=[CH:21][C:20]([F:23])=[C:19]([CH3:24])[CH:18]=2)[C@H:13]([OH:25])[C@@H:12]2[C@H:10]1[C@H:11]2[C:26]([O:28][C:29]([CH3:32])([CH3:31])[CH3:30])=[O:27])=[O:7])([CH3:4])([CH3:3])[CH3:2].[CH3:40][S:41](Cl)(=[O:43])=[O:42]. The catalyst is N1C=CC=CC=1. The product is [C:1]([O:5][C:6]([NH:8][C@@:9]1([C:33]([O:35][C:36]([CH3:39])([CH3:38])[CH3:37])=[O:34])[C@H:14]([CH2:15][S:16][C:17]2[CH:22]=[CH:21][C:20]([F:23])=[C:19]([CH3:24])[CH:18]=2)[C@H:13]([O:25][S:41]([CH3:40])(=[O:43])=[O:42])[C@@H:12]2[C@H:10]1[C@H:11]2[C:26]([O:28][C:29]([CH3:30])([CH3:32])[CH3:31])=[O:27])=[O:7])([CH3:4])([CH3:2])[CH3:3]. The yield is 0.994. (3) The reactants are [F:1][C:2]1[CH:14]=[C:13]([N+:15]([O-])=O)[CH:12]=[CH:11][C:3]=1[CH2:4][N:5]1[CH2:10][CH2:9][O:8][CH2:7][CH2:6]1.O.NN. The catalyst is C1COCC1.C(O)C.[Ni]. The product is [F:1][C:2]1[CH:14]=[C:13]([NH2:15])[CH:12]=[CH:11][C:3]=1[CH2:4][N:5]1[CH2:10][CH2:9][O:8][CH2:7][CH2:6]1. The yield is 0.940.